From a dataset of Catalyst prediction with 721,799 reactions and 888 catalyst types from USPTO. Predict which catalyst facilitates the given reaction. (1) Product: [Cl:1][C:2]1[CH:34]=[C:33]([Cl:35])[CH:32]=[CH:31][C:3]=1[C:4]([NH:6][CH2:7][CH2:8][O:9][C:10]1[CH:19]=[C:18]2[C:13]([CH2:14][CH2:15][NH:16][CH:17]2[C:20]2([C:24]3[CH:25]=[CH:26][C:27]([Cl:30])=[CH:28][CH:29]=3)[CH2:23][CH2:22][CH2:21]2)=[CH:12][CH:11]=1)=[O:5]. Reactant: [Cl:1][C:2]1[CH:34]=[C:33]([Cl:35])[CH:32]=[CH:31][C:3]=1[C:4]([NH:6][CH2:7][CH2:8][O:9][C:10]1[CH:19]=[C:18]2[C:13]([CH2:14][CH2:15][N:16]=[C:17]2[C:20]2([C:24]3[CH:29]=[CH:28][C:27]([Cl:30])=[CH:26][CH:25]=3)[CH2:23][CH2:22][CH2:21]2)=[CH:12][CH:11]=1)=[O:5].[BH4-].[Na+].CO. The catalyst class is: 6. (2) Reactant: [CH3:1][O:2][C:3](=[O:19])[C:4]1[CH:9]=[CH:8][C:7]([C:10]([F:13])([F:12])[F:11])=[C:6]([C:14]2[CH2:18][CH2:17][CH2:16][CH:15]=2)[CH:5]=1. Product: [CH3:1][O:2][C:3](=[O:19])[C:4]1[CH:9]=[CH:8][C:7]([C:10]([F:11])([F:13])[F:12])=[C:6]([CH:14]2[CH2:18][CH2:17][CH2:16][CH2:15]2)[CH:5]=1. The catalyst class is: 43.